From a dataset of Full USPTO retrosynthesis dataset with 1.9M reactions from patents (1976-2016). Predict the reactants needed to synthesize the given product. (1) Given the product [N:18]1([C:4]2[N:3]=[C:2]([NH:9][C:10]3[CH:17]=[CH:16][C:13]([C:14]#[N:15])=[CH:12][CH:11]=3)[CH:7]=[CH:6][CH:5]=2)[CH:22]=[CH:21][CH:20]=[N:19]1, predict the reactants needed to synthesize it. The reactants are: F[C:2]1[CH:7]=[CH:6][CH:5]=[C:4](F)[N:3]=1.[NH2:9][C:10]1[CH:17]=[CH:16][C:13]([C:14]#[N:15])=[CH:12][CH:11]=1.[NH:18]1[CH:22]=[CH:21][CH:20]=[N:19]1. (2) Given the product [CH2:1]([O:8][C:9]1[C:10]([C:23]([O:25][CH2:26][CH3:27])=[O:24])=[C:11]([CH:21]=[O:29])[N:12]2[CH:17]([CH3:18])[CH2:16][N:15]([CH3:19])[C:14](=[O:20])[C:13]=12)[C:2]1[CH:7]=[CH:6][CH:5]=[CH:4][CH:3]=1, predict the reactants needed to synthesize it. The reactants are: [CH2:1]([O:8][C:9]1[C:10]([C:23]([O:25][CH2:26][CH3:27])=[O:24])=[C:11]([CH:21]=C)[N:12]2[CH:17]([CH3:18])[CH2:16][N:15]([CH3:19])[C:14](=[O:20])[C:13]=12)[C:2]1[CH:7]=[CH:6][CH:5]=[CH:4][CH:3]=1.I([O-])(=O)(=O)=[O:29].[Na+].S([O-])([O-])=O.[Na+].[Na+]. (3) Given the product [ClH:1].[CH2:2]([OH:8])[CH2:3][CH2:4][CH2:5][CH2:6][CH3:7].[OH2:8], predict the reactants needed to synthesize it. The reactants are: [ClH:1].[CH2:2]([OH:8])[CH2:3][CH2:4][CH2:5][CH2:6][CH3:7].